Dataset: Full USPTO retrosynthesis dataset with 1.9M reactions from patents (1976-2016). Task: Predict the reactants needed to synthesize the given product. (1) Given the product [F:21][C:13]1[CH:14]=[C:15]([N+:18]([O-:20])=[O:19])[CH:16]=[CH:17][C:12]=1[O:11][C:8]1[CH:7]=[CH:6][N:5]=[C:4]2[CH:3]=[C:2]([C:37]3[CH:38]=[CH:39][C:34]([CH2:33][N:23]([CH3:22])[CH2:24][CH2:25][N:26]4[CH2:27][CH2:28][N:29]([CH3:32])[CH2:30][CH2:31]4)=[CH:35][CH:36]=3)[S:10][C:9]=12, predict the reactants needed to synthesize it. The reactants are: Br[C:2]1[S:10][C:9]2[C:4](=[N:5][CH:6]=[CH:7][C:8]=2[O:11][C:12]2[CH:17]=[CH:16][C:15]([N+:18]([O-:20])=[O:19])=[CH:14][C:13]=2[F:21])[CH:3]=1.[CH3:22][N:23]([CH2:33][C:34]1[CH:39]=[CH:38][C:37](B2OC(C)(C)C(C)(C)O2)=[CH:36][CH:35]=1)[CH2:24][CH2:25][N:26]1[CH2:31][CH2:30][N:29]([CH3:32])[CH2:28][CH2:27]1.[F-].[Cs+].C([O-])(O)=O.[Na+]. (2) Given the product [NH2:32][C:33]1[CH:38]=[C:37]([C:2]2[CH:3]=[CH:4][N:5]3[C:10]([C:11]=2[CH3:12])=[C:9]([CH:13]2[CH2:15][CH2:14]2)[CH:8]=[C:7]([C:16]([O:18][CH2:19][CH3:20])=[O:17])[C:6]3=[O:21])[CH:36]=[CH:35][CH:34]=1, predict the reactants needed to synthesize it. The reactants are: Cl[C:2]1[CH:3]=[CH:4][N:5]2[C:10]([C:11]=1[CH3:12])=[C:9]([CH:13]1[CH2:15][CH2:14]1)[CH:8]=[C:7]([C:16]([O:18][CH2:19][CH3:20])=[O:17])[C:6]2=[O:21].C(O)C.C(=O)([O-])[O-].[Na+].[Na+].Cl.[NH2:32][C:33]1[CH:34]=[C:35](B(O)O)[CH:36]=[CH:37][CH:38]=1. (3) Given the product [CH2:1]([O:8][C:9]([N:11]1[CH2:12][CH2:13][CH:14]([C:17](=[O:19])[NH:26][C:21]2[CH:22]=[CH:23][CH:24]=[CH:25][C:20]=2[NH2:27])[CH2:15][CH2:16]1)=[O:10])[C:2]1[CH:3]=[CH:4][CH:5]=[CH:6][CH:7]=1, predict the reactants needed to synthesize it. The reactants are: [CH2:1]([O:8][C:9]([N:11]1[CH2:16][CH2:15][CH:14]([C:17]([OH:19])=O)[CH2:13][CH2:12]1)=[O:10])[C:2]1[CH:7]=[CH:6][CH:5]=[CH:4][CH:3]=1.[C:20]1([NH2:27])[CH:25]=[CH:24][CH:23]=[CH:22][C:21]=1[NH2:26].CCN(C(C)C)C(C)C.C1CN([P+](ON2N=NC3C=CC=CC2=3)(N2CCCC2)N2CCCC2)CC1.F[P-](F)(F)(F)(F)F. (4) Given the product [C:15]([O-:14])(=[O:50])[CH3:20].[NH4+:1].[C:2]([NH:3][C:13]([N:47]1[CH2:46][CH:45]2[CH2:49][C:42]([C:40]3[NH:39][C:35]4=[N:36][CH:37]=[CH:38][C:33]([C:31]5[CH:32]=[C:27]([F:26])[CH:28]=[CH:29][C:30]=5[O:50][CH3:51])=[C:34]4[CH:41]=3)=[CH:43][CH:44]2[CH2:48]1)=[O:24])#[N:1], predict the reactants needed to synthesize it. The reactants are: [N:1]#[C:2][NH2:3].C(N(C(C)C)C(C)C)C.[C:13](Cl)(=[O:24])[O:14][C:15]1[CH:20]=CC([N+]([O-])=O)=CC=1.[F:26][C:27]1[CH:28]=[CH:29][C:30]([O:50][CH3:51])=[C:31]([C:33]2[CH:38]=[CH:37][N:36]=[C:35]3[NH:39][C:40]([C:42]4[CH2:43][CH:44]5[CH2:48][NH:47][CH2:46][CH:45]5[CH:49]=4)=[CH:41][C:34]=23)[CH:32]=1. (5) Given the product [NH:8]1[C:16]2[C:11](=[CH:12][CH:13]=[CH:14][CH:15]=2)[CH:10]=[C:9]1[CH2:17][NH:18][C:19]([C:21]1([CH2:34][NH2:35])[CH2:22][CH2:23][NH:24][CH2:25][CH2:26]1)=[O:20], predict the reactants needed to synthesize it. The reactants are: Cl.O1CCOCC1.[NH:8]1[C:16]2[C:11](=[CH:12][CH:13]=[CH:14][CH:15]=2)[CH:10]=[C:9]1[CH2:17][NH:18][C:19]([C:21]1([CH2:34][NH2:35])[CH2:26][CH2:25][N:24](C(OC(C)(C)C)=O)[CH2:23][CH2:22]1)=[O:20]. (6) Given the product [CH3:21][O:20][N:19]([CH3:18])[C:14]([C:9]1[C:10](=[O:13])[CH:11]=[CH:12][N:7]([C:5]2[CH:4]=[N:3][N:2]([CH3:1])[CH:6]=2)[N:8]=1)=[O:16], predict the reactants needed to synthesize it. The reactants are: [CH3:1][N:2]1[CH:6]=[C:5]([N:7]2[CH:12]=[CH:11][C:10](=[O:13])[C:9]([C:14]([OH:16])=O)=[N:8]2)[CH:4]=[N:3]1.Cl.[CH3:18][NH:19][O:20][CH3:21].CCN(C(C)C)C(C)C.C(Cl)CCl.C1C=CC2N(O)N=NC=2C=1. (7) Given the product [C:4]1(=[O:5])[NH:12][C:7](=[O:9])[CH2:2][CH2:3]1.[NH2:1][C@H:2]([C:7]([OH:9])=[O:8])[CH2:3][C:4]([OH:6])=[O:5], predict the reactants needed to synthesize it. The reactants are: [NH2:1][C@H:2]([C:7]([OH:9])=[O:8])[CH2:3][C:4]([OH:6])=[O:5].C([N:12](CC)CC)C.C(Cl)(=O)CCC(Cl)=O.